Dataset: Forward reaction prediction with 1.9M reactions from USPTO patents (1976-2016). Task: Predict the product of the given reaction. Given the reactants [NH:1]1[CH:5]=[CH:4][N:3]=[C:2]1[C:6]1[C:14]2[C:9](=[CH:10][CH:11]=[C:12]([C:15]3[C:16]([CH3:26])=[C:17]([CH2:21][NH:22][CH:23]([CH3:25])[CH3:24])[CH:18]=[N:19][CH:20]=3)[CH:13]=2)[N:8](CC2C=CC(OC)=CC=2)[N:7]=1.[OH-].[NH4+].O, predict the reaction product. The product is: [NH:3]1[CH:4]=[CH:5][N:1]=[C:2]1[C:6]1[C:14]2[C:9](=[CH:10][CH:11]=[C:12]([C:15]3[C:16]([CH3:26])=[C:17]([CH2:21][NH:22][CH:23]([CH3:24])[CH3:25])[CH:18]=[N:19][CH:20]=3)[CH:13]=2)[NH:8][N:7]=1.